Dataset: Full USPTO retrosynthesis dataset with 1.9M reactions from patents (1976-2016). Task: Predict the reactants needed to synthesize the given product. (1) Given the product [Cl:1][C:2]1[N:7]=[CH:6][C:5]2[NH:8][C:17](=[O:30])[N:16]([CH3:18])[CH:9]([C:10]3[CH:15]=[CH:14][CH:13]=[CH:12][CH:11]=3)[C:4]=2[CH:3]=1, predict the reactants needed to synthesize it. The reactants are: [Cl:1][C:2]1[N:7]=[CH:6][C:5]([NH2:8])=[C:4]([CH:9]([NH:16][CH3:17])[C:10]2[CH:15]=[CH:14][CH:13]=[CH:12][CH:11]=2)[CH:3]=1.[C:18](N1C=CN=C1)(N1C=CN=C1)=O.[OH2:30]. (2) The reactants are: Cl[C:2]1[CH:7]=[C:6]([NH:8][C:9]2[CH:14]=[CH:13][CH:12]=[CH:11][N:10]=2)[C:5]([C:15]([F:18])([F:17])[F:16])=[CH:4][N:3]=1.[CH3:19][O:20][C:21]1[CH:27]=[C:26]([N:28]2[CH2:33][CH2:32][O:31][CH2:30][CH2:29]2)[CH:25]=[CH:24][C:22]=1[NH2:23].CC1(C)C2C(=C(P(C3C=CC=CC=3)C3C=CC=CC=3)C=CC=2)OC2C(P(C3C=CC=CC=3)C3C=CC=CC=3)=CC=CC1=2.[C:76](=[O:79])([O-])[O-:77].[Cs+].[Cs+]. Given the product [C:76]([OH:77])([C:15]([F:18])([F:17])[F:16])=[O:79].[CH3:19][O:20][C:21]1[CH:27]=[C:26]([N:28]2[CH2:29][CH2:30][O:31][CH2:32][CH2:33]2)[CH:25]=[CH:24][C:22]=1[NH:23][C:2]1[CH:7]=[C:6]([NH:8][C:9]2[CH:14]=[CH:13][CH:12]=[CH:11][N:10]=2)[C:5]([C:15]([F:18])([F:17])[F:16])=[CH:4][N:3]=1, predict the reactants needed to synthesize it. (3) The reactants are: [CH2:1]([O:8][N:9]=[C:10]([C:12]1[C:13]([O:19][CH2:20][CH3:21])=[N:14][N:15]([CH3:18])[C:16]=1[OH:17])[CH3:11])[C:2]1[CH:7]=[CH:6][CH:5]=[CH:4][CH:3]=1.[OH:22][NH:23]S(C1C=CC=CC=1S(C)(=O)=O)(=O)=O.C(=O)([O-])[O-].[K+].[K+].C(CN(CC(O)=O)CCN(CCN(CC(O)=O)CC(O)=O)CC(O)=O)(O)=O. Given the product [CH2:1]([O:8][N:9]=[C:10]([C:12]1([NH:23][OH:22])[C:16](=[O:17])[N:15]([CH3:18])[N:14]=[C:13]1[O:19][CH2:20][CH3:21])[CH3:11])[C:2]1[CH:7]=[CH:6][CH:5]=[CH:4][CH:3]=1, predict the reactants needed to synthesize it. (4) Given the product [CH3:32][C:29]1([CH3:33])[CH2:30][C:31]2[N:23]([C:21]3[CH:22]=[CH:15][C:16]([C:17]#[N:18])=[C:19]([NH:1][CH:2]4[CH2:7][CH2:6][O:5][CH2:4][CH2:3]4)[CH:20]=3)[N:24]=[C:25]([CH:35]([F:36])[F:37])[C:26]=2[C:27](=[O:34])[CH2:28]1, predict the reactants needed to synthesize it. The reactants are: [NH2:1][CH:2]1[CH2:7][CH2:6][O:5][CH2:4][CH2:3]1.CC(C)([O-])C.[Na+].Br[C:15]1[CH:22]=[C:21]([N:23]2[C:31]3[CH2:30][C:29]([CH3:33])([CH3:32])[CH2:28][C:27](=[O:34])[C:26]=3[C:25]([CH:35]([F:37])[F:36])=[N:24]2)[CH:20]=[CH:19][C:16]=1[C:17]#[N:18]. (5) Given the product [CH2:1]([O:3][C:4]([C:6]1[CH:14]=[C:13]2[C:9]([C:10]([C:25]([OH:27])=[O:26])=[C:11]([CH:22]([CH3:23])[CH3:24])[N:12]2[CH2:15][C:16]2[CH:21]=[CH:20][CH:19]=[CH:18][N:17]=2)=[CH:8][CH:7]=1)=[O:5])[CH3:2], predict the reactants needed to synthesize it. The reactants are: [CH2:1]([O:3][C:4]([C:6]1[CH:14]=[C:13]2[C:9]([C:10]([CH:25]=[O:26])=[C:11]([CH:22]([CH3:24])[CH3:23])[N:12]2[CH2:15][C:16]2[CH:21]=[CH:20][CH:19]=[CH:18][N:17]=2)=[CH:8][CH:7]=1)=[O:5])[CH3:2].[O-:27]Cl=O.[Na+]. (6) Given the product [CH3:7][N:6]1[C:2]([N:14]2[CH2:15][CH2:16][NH:11][C:12](=[O:17])[CH2:13]2)=[C:3]([N+:8]([O-:10])=[O:9])[CH:4]=[N:5]1, predict the reactants needed to synthesize it. The reactants are: Cl[C:2]1[N:6]([CH3:7])[N:5]=[CH:4][C:3]=1[N+:8]([O-:10])=[O:9].[NH:11]1[CH2:16][CH2:15][NH:14][CH2:13][C:12]1=[O:17]. (7) Given the product [ClH:1].[CH3:2][O:3][C:4](=[O:9])[C@@H:5]([CH2:7][OH:8])[NH:6][CH2:10][CH:11]([CH3:13])[CH3:12], predict the reactants needed to synthesize it. The reactants are: [ClH:1].[CH3:2][O:3][C:4](=[O:9])[C@@H:5]([CH2:7][OH:8])[NH2:6].[CH:10](=O)[CH:11]([CH3:13])[CH3:12].C(O[BH-](OC(=O)C)OC(=O)C)(=O)C.[Na+].